This data is from NCI-60 drug combinations with 297,098 pairs across 59 cell lines. The task is: Regression. Given two drug SMILES strings and cell line genomic features, predict the synergy score measuring deviation from expected non-interaction effect. Drug 1: CN(C)C1=NC(=NC(=N1)N(C)C)N(C)C. Drug 2: CC1=C(C=C(C=C1)NC(=O)C2=CC=C(C=C2)CN3CCN(CC3)C)NC4=NC=CC(=N4)C5=CN=CC=C5. Cell line: HT29. Synergy scores: CSS=5.24, Synergy_ZIP=5.08, Synergy_Bliss=12.2, Synergy_Loewe=3.13, Synergy_HSA=6.06.